Dataset: Forward reaction prediction with 1.9M reactions from USPTO patents (1976-2016). Task: Predict the product of the given reaction. Given the reactants [CH3:1][S:2]([N:5]1[CH2:10][CH2:9][CH:8]([O:11][C:12]2[CH:13]=[C:14]3[C:19](=[CH:20][CH:21]=2)[N:18]=[CH:17][N:16]=[C:15]3O)[CH2:7][CH2:6]1)(=[O:4])=[O:3].CN(C=O)C.S(Cl)([Cl:30])=O, predict the reaction product. The product is: [Cl:30][C:15]1[C:14]2[C:19](=[CH:20][CH:21]=[C:12]([O:11][CH:8]3[CH2:9][CH2:10][N:5]([S:2]([CH3:1])(=[O:4])=[O:3])[CH2:6][CH2:7]3)[CH:13]=2)[N:18]=[CH:17][N:16]=1.